Predict which catalyst facilitates the given reaction. From a dataset of Catalyst prediction with 721,799 reactions and 888 catalyst types from USPTO. Product: [Br:1][C:2]1[N:3]=[C:4]([C:7]2[N:12]([CH:14]3[CH2:20][CH2:19]3)[CH:11]=[N:10][N:9]=2)[S:5][CH:6]=1. Reactant: [Br:1][C:2]1[N:3]=[C:4]([C:7]([NH:9][NH2:10])=O)[S:5][CH:6]=1.[CH3:11][N:12]([CH:14](OC)OC)C.[CH:19]1(N)C[CH2:20]1.CC(O)=O. The catalyst class is: 11.